Dataset: Full USPTO retrosynthesis dataset with 1.9M reactions from patents (1976-2016). Task: Predict the reactants needed to synthesize the given product. (1) Given the product [NH:1]1[C:9]2[C:4](=[CH:5][CH:6]=[C:7]3[O:12][CH2:11][CH2:10][C:8]3=2)[CH:3]=[CH:2]1, predict the reactants needed to synthesize it. The reactants are: [NH:1]1[C:9]2[C:4](=[CH:5][CH:6]=[C:7]3[O:12][CH2:11][CH2:10][C:8]3=2)[C:3](=O)[C:2]1=O.[BH4-].[Na+].B(F)(F)F.CCOCC. (2) Given the product [Br:1][CH2:22][C:21]([C:17]1[S:16][C:15]([CH3:14])=[N:19][C:18]=1[CH3:20])=[O:23], predict the reactants needed to synthesize it. The reactants are: [Br-:1].C[N+](C)(C)C1C=CC=CC=1.BrBr.[CH3:14][C:15]1[S:16][C:17]([C:21](=[O:23])[CH3:22])=[C:18]([CH3:20])[N:19]=1.Br.